From a dataset of Kir2.1 potassium channel HTS with 301,493 compounds. Binary Classification. Given a drug SMILES string, predict its activity (active/inactive) in a high-throughput screening assay against a specified biological target. (1) The molecule is Clc1c(S(=O)(=O)N(C)C)cc(NC(=O)CN(CCOc2ccccc2)C)cc1. The result is 0 (inactive). (2) The drug is S1(=O)(=O)Cc2c(nn(c2NC(=O)c2cc3OCOc3cc2)c2c(c(ccc2)C)C)C1. The result is 0 (inactive). (3) The drug is Clc1cc(C(=O)NN2CCOCC2)ccc1Cl. The result is 0 (inactive). (4) The compound is S(=O)(=O)(Nc1nc2c(nc1)cccc2)c1ccc(NC(=O)C(Oc2ccccc2)CC)cc1. The result is 0 (inactive). (5) The molecule is S(C=1NC(=C(C(C1C#N)c1occc1)C(OCC)=O)c1ccccc1)CC(=O)Nc1cc(ccc1)C. The result is 0 (inactive). (6) The compound is S(=O)(=O)(N(CC(=O)NCc1ncccc1)c1ccc(cc1)C)c1ccc(SC)cc1. The result is 0 (inactive). (7) The drug is S(CC(=O)c1c(O)cc(O)cc1)c1oc(nn1)c1ccc(OC)cc1. The result is 0 (inactive). (8) The result is 0 (inactive). The compound is S(=O)(=O)(Nc1cc(ccc1)c1nnc(OCC)cc1)c1c([N+]([O-])=O)cccc1. (9) The compound is O(c1ccc(Nc2nc3c(c(n2)N)cccc3)cc1)CC. The result is 1 (active).